This data is from Full USPTO retrosynthesis dataset with 1.9M reactions from patents (1976-2016). The task is: Predict the reactants needed to synthesize the given product. (1) Given the product [Cl:8][C:6]1[CH:5]=[C:4]([N:9]([CH3:38])[C:10]([N:12]([C@H:13]2[C@H:17]([C:18]3[CH:19]=[CH:20][C:21]([F:24])=[CH:22][CH:23]=3)[CH2:16][N:15]([C:25]([N:46]3[CH2:47][CH2:48][N:43]([S:40]([CH3:39])(=[O:42])=[O:41])[CH2:44][CH2:45]3)=[O:27])[CH2:14]2)[CH3:37])=[O:11])[CH:3]=[C:2]([Cl:1])[CH:7]=1, predict the reactants needed to synthesize it. The reactants are: [Cl:1][C:2]1[CH:3]=[C:4]([N:9]([CH3:38])[C:10]([N:12]([CH3:37])[C@H:13]2[C@H:17]([C:18]3[CH:23]=[CH:22][C:21]([F:24])=[CH:20][CH:19]=3)[CH2:16][N:15]([C:25]([O:27]C3C=CC([N+]([O-])=O)=CC=3)=O)[CH2:14]2)=[O:11])[CH:5]=[C:6]([Cl:8])[CH:7]=1.[CH3:39][S:40]([N:43]1[CH2:48][CH2:47][NH:46][CH2:45][CH2:44]1)(=[O:42])=[O:41].O. (2) Given the product [O:1]1[CH:5]=[CH:4][CH:3]=[C:2]1[CH2:6][CH2:7][C:8]([O:10][CH2:11][CH3:12])=[O:9], predict the reactants needed to synthesize it. The reactants are: [O:1]1[CH:5]=[CH:4][CH:3]=[C:2]1/[CH:6]=[CH:7]/[C:8]([O:10][CH2:11][CH3:12])=[O:9]. (3) The reactants are: [CH3:1][O:2][C:3]([C@H:5]1[CH2:10][CH2:9][C@H:8]([C:11]([CH:13]2[CH2:18][CH2:17][CH2:16][CH2:15][C:14]2=[N:19]N(C)C)=[O:12])[CH2:7][CH2:6]1)=[O:4].C([O-])(=O)C.[Na+].Cl.NO. Given the product [CH3:1][O:2][C:3]([C@H:5]1[CH2:10][CH2:9][C@H:8]([C:11]2[O:12][N:19]=[C:14]3[CH2:15][CH2:16][CH2:17][CH2:18][C:13]=23)[CH2:7][CH2:6]1)=[O:4], predict the reactants needed to synthesize it. (4) The reactants are: C1C=C(Cl)C=C(C(OO)=[O:9])C=1.[CH2:12]([O:19][C:20]1[CH:21]=[CH:22][C:23]2[C:24]3[S:32][C:31]([CH2:33][CH3:34])=[N:30][C:25]=3[CH:26]=[N:27][C:28]=2[CH:29]=1)[C:13]1[CH:18]=[CH:17][CH:16]=[CH:15][CH:14]=1. Given the product [CH2:12]([O:19][C:20]1[CH:21]=[CH:22][C:23]2[C:24]3[S:32][C:31]([CH2:33][CH3:34])=[N:30][C:25]=3[CH:26]=[N+:27]([O-:9])[C:28]=2[CH:29]=1)[C:13]1[CH:14]=[CH:15][CH:16]=[CH:17][CH:18]=1, predict the reactants needed to synthesize it. (5) The reactants are: [O:1]1[CH:5]=[CH:4][C:3]([C:6]([OH:8])=O)=[CH:2]1.C1C=CC2N(O)N=NC=2C=1.CCN=C=NCCCN(C)C.Cl.[C@H:31]1([NH2:41])[C:40]2[C:35](=[CH:36][CH:37]=[CH:38][CH:39]=2)[CH2:34][CH2:33][CH2:32]1. Given the product [C@H:31]1([NH:41][C:6]([C:3]2[CH2:2][O:1][CH2:5][CH:4]=2)=[O:8])[C:40]2[C:35](=[CH:36][CH:37]=[CH:38][CH:39]=2)[CH2:34][CH2:33][CH2:32]1, predict the reactants needed to synthesize it.